Dataset: Reaction yield outcomes from USPTO patents with 853,638 reactions. Task: Predict the reaction yield, written as a fraction of the theoretical maximum amount of product (1.0 means a 100% yield; for example, 0.34 means a 34% yield). (1) The reactants are [C:1]1([NH:10][NH:11][C:12]([C:14]2[C:15]([C:20]3[CH:25]=[CH:24][CH:23]=[CH:22][CH:21]=3)=[N:16][O:17][C:18]=2[CH3:19])=O)[C:9]2[C:4](=[CH:5][CH:6]=[CH:7][CH:8]=2)[CH2:3][N:2]=1.C(O)(=O)C. The yield is 0.270. The product is [CH3:19][C:18]1[O:17][N:16]=[C:15]([C:20]2[CH:25]=[CH:24][CH:23]=[CH:22][CH:21]=2)[C:14]=1[C:12]1[N:2]2[CH2:3][C:4]3[C:9]([C:1]2=[N:10][N:11]=1)=[CH:8][CH:7]=[CH:6][CH:5]=3. The catalyst is C1(C)C=CC=CC=1. (2) The reactants are CC(C[AlH]CC(C)C)C.[F:10][CH:11]([F:26])[O:12][C:13]1[CH:18]=[CH:17][C:16]([C:19]2([C:22]#N)[CH2:21][CH2:20]2)=[CH:15][C:14]=1[O:24][CH3:25].C1C[O:30]CC1. No catalyst specified. The product is [F:10][CH:11]([F:26])[O:12][C:13]1[CH:18]=[CH:17][C:16]([C:19]2([CH:22]=[O:30])[CH2:21][CH2:20]2)=[CH:15][C:14]=1[O:24][CH3:25]. The yield is 0.830. (3) The reactants are Br[C:2]1[C:8]([C:9]([F:12])([F:11])[F:10])=[CH:7][C:5]([NH2:6])=[CH:4][C:3]=1[Cl:13].C(=O)([O-])[O-].[Na+].[Na+].CC1(C)C(C)(C)OB([C:28]2[CH:46]=[CH:45][C:31]([O:32][CH2:33][CH:34]3[CH2:37][N:36]([C:38]([O:40][C:41]([CH3:44])([CH3:43])[CH3:42])=[O:39])[CH2:35]3)=[CH:30][CH:29]=2)O1.O. The catalyst is C(COC)OC.C1C=CC([P]([Pd]([P](C2C=CC=CC=2)(C2C=CC=CC=2)C2C=CC=CC=2)([P](C2C=CC=CC=2)(C2C=CC=CC=2)C2C=CC=CC=2)[P](C2C=CC=CC=2)(C2C=CC=CC=2)C2C=CC=CC=2)(C2C=CC=CC=2)C2C=CC=CC=2)=CC=1. The product is [NH2:6][C:5]1[CH:7]=[C:8]([C:9]([F:12])([F:11])[F:10])[C:2]([C:28]2[CH:29]=[CH:30][C:31]([O:32][CH2:33][CH:34]3[CH2:35][N:36]([C:38]([O:40][C:41]([CH3:44])([CH3:43])[CH3:42])=[O:39])[CH2:37]3)=[CH:45][CH:46]=2)=[C:3]([Cl:13])[CH:4]=1. The yield is 0.130. (4) The reactants are [NH2:1][C:2]1[CH:3]=[C:4]([C:8]2[C:16]3[C:11](=[CH:12][CH:13]=[C:14]([C:17]([NH2:19])=[O:18])[CH:15]=3)[N:10](C3CCCCO3)[N:9]=2)[CH:5]=[CH:6][CH:7]=1.[OH:26][C:27]1[CH:28]=[C:29]([CH:33]=[CH:34][CH:35]=1)[C:30](O)=[O:31].CCN=C=NCCCN(C)C. No catalyst specified. The product is [OH:26][C:27]1[CH:28]=[C:29]([C:30]([NH:1][C:2]2[CH:3]=[C:4]([C:8]3[C:16]4[C:11](=[CH:12][CH:13]=[C:14]([C:17]([NH2:19])=[O:18])[CH:15]=4)[NH:10][N:9]=3)[CH:5]=[CH:6][CH:7]=2)=[O:31])[CH:33]=[CH:34][CH:35]=1. The yield is 0.0300. (5) The reactants are Cl.[CH3:2][O:3][C:4]1[CH:9]=[CH:8][C:7]([NH:10][NH2:11])=[CH:6][CH:5]=1.C(N(CC)CC)C.[C:19]([CH2:25][C:26]#[N:27])(=O)[C:20]([CH3:23])([CH3:22])[CH3:21]. The catalyst is C1(C)C=CC=CC=1. The product is [C:20]([C:19]1[CH:25]=[C:26]([NH2:27])[N:10]([C:7]2[CH:8]=[CH:9][C:4]([O:3][CH3:2])=[CH:5][CH:6]=2)[N:11]=1)([CH3:23])([CH3:22])[CH3:21]. The yield is 0.700. (6) The reactants are [Cl:1][C:2]1[N:7]=[C:6]([NH:8][C:9]2[CH:14]=[CH:13][C:12]([CH3:15])=[CH:11][CH:10]=2)[C:5]([N+:16]([O-])=O)=[CH:4][CH:3]=1.O.O.[Sn](Cl)Cl.C([O-])([O-])=O.[K+].[K+]. The catalyst is Cl.C(OCC)(=O)C. The product is [NH2:16][C:5]1[C:6]([NH:8][C:9]2[CH:14]=[CH:13][C:12]([CH3:15])=[CH:11][CH:10]=2)=[N:7][C:2]([Cl:1])=[CH:3][CH:4]=1. The yield is 1.00.